Dataset: Catalyst prediction with 721,799 reactions and 888 catalyst types from USPTO. Task: Predict which catalyst facilitates the given reaction. (1) Reactant: CO.C1COCC1.C[O:9][C:10](=[O:39])[CH2:11][CH2:12][C:13]1[CH:18]=[CH:17][C:16]([O:19][CH2:20][C:21]2[CH:26]=[CH:25][C:24]([O:27][CH2:28][C:29](=[N:36][O:37][CH3:38])[C:30]3[CH:35]=[CH:34][CH:33]=[CH:32][CH:31]=3)=[CH:23][CH:22]=2)=[CH:15][CH:14]=1.[OH-].[Na+]. Product: [CH3:38][O:37]/[N:36]=[C:29](/[C:30]1[CH:31]=[CH:32][CH:33]=[CH:34][CH:35]=1)\[CH2:28][O:27][C:24]1[CH:25]=[CH:26][C:21]([CH2:20][O:19][C:16]2[CH:17]=[CH:18][C:13]([CH2:12][CH2:11][C:10]([OH:39])=[O:9])=[CH:14][CH:15]=2)=[CH:22][CH:23]=1. The catalyst class is: 6. (2) Reactant: [Br:1][C:2]1[C:19]([O:20][CH3:21])=[N:18][C:5]2[CH2:6][CH2:7][N:8](C(=O)C(F)(F)F)[CH2:9][CH:10]([CH3:11])[C:4]=2[C:3]=1[Br:22].C([O-])([O-])=O.[K+].[K+].CO. Product: [Br:1][C:2]1[C:19]([O:20][CH3:21])=[N:18][C:5]2[CH2:6][CH2:7][NH:8][CH2:9][CH:10]([CH3:11])[C:4]=2[C:3]=1[Br:22]. The catalyst class is: 6. (3) Product: [OH:43][CH2:42][C@H:37]1[O:36][C:35]([CH3:34])([CH3:44])[O:39][C@H:38]1[CH:40]=[CH:20][C:21]([O:23][CH2:24][CH3:25])=[O:22]. The catalyst class is: 4. Reactant: C1(P(=[CH:20][C:21]([O:23][CH3:24])=[O:22])(C2C=CC=CC=2)C2C=CC=CC=2)C=CC=CC=1.[C:25](O)(=O)C1C=CC=CC=1.[CH3:34][C:35]1([CH3:44])[O:39][C@@H:38]2[CH2:40]O[CH:42]([OH:43])[C@@H:37]2[O:36]1. (4) Reactant: [C:1]([N:5]1[C:9]([CH:10]([CH3:12])[CH3:11])=[CH:8][C:7]([C:13]([C:15]2[CH:20]=[CH:19]C(C3OCC(C)(C)N=3)=[CH:17][CH:16]=2)=[CH2:14])=[N:6]1)([CH3:4])([CH3:3])[CH3:2].[OH-].[Na+].Cl.ClCCl.[C:34]([O:37]CC)(=[O:36])[CH3:35]. Product: [C:1]([N:5]1[C:9]([CH:10]([CH3:12])[CH3:11])=[CH:8][C:7]([C:13]([C:15]2[CH:16]=[CH:17][C:35]([C:34]([OH:37])=[O:36])=[CH:19][CH:20]=2)=[CH2:14])=[N:6]1)([CH3:2])([CH3:3])[CH3:4]. The catalyst class is: 8.